Regression/Classification. Given a drug SMILES string, predict its absorption, distribution, metabolism, or excretion properties. Task type varies by dataset: regression for continuous measurements (e.g., permeability, clearance, half-life) or binary classification for categorical outcomes (e.g., BBB penetration, CYP inhibition). Dataset: pgp_broccatelli. From a dataset of P-glycoprotein inhibition data for predicting drug efflux from Broccatelli et al.. The compound is CN(C)CC/C=C1/c2ccccc2Sc2ccc(Cl)cc21. The result is 1 (inhibitor).